This data is from Reaction yield outcomes from USPTO patents with 853,638 reactions. The task is: Predict the reaction yield, written as a fraction of the theoretical maximum amount of product (1.0 means a 100% yield; for example, 0.34 means a 34% yield). (1) The reactants are [CH2:1]([C:5]1[N:6]=[C:7]([CH3:28])[NH:8][C:9](=[O:27])[C:10]=1[CH2:11][C:12]1[CH:17]=[CH:16][C:15]([C:18]2[C:19]([C:24]#[N:25])=[CH:20][CH:21]=[CH:22][CH:23]=2)=[CH:14][C:13]=1[F:26])[CH2:2][CH2:3][CH3:4].C(=O)([O-])[O-].[Cs+].[Cs+].Br[CH2:36][C:37](=[O:42])[C:38]([CH3:41])([CH3:40])[CH3:39].CN(C)C=O. The catalyst is C(OCC)(=O)C. The product is [CH2:1]([C:5]1[N:6]=[C:7]([CH3:28])[N:8]([CH2:36][C:37](=[O:42])[C:38]([CH3:41])([CH3:40])[CH3:39])[C:9](=[O:27])[C:10]=1[CH2:11][C:12]1[CH:17]=[CH:16][C:15]([C:18]2[C:19]([C:24]#[N:25])=[CH:20][CH:21]=[CH:22][CH:23]=2)=[CH:14][C:13]=1[F:26])[CH2:2][CH2:3][CH3:4]. The yield is 0.340. (2) The catalyst is CCO. The yield is 0.920. The product is [CH2:1]([N:3]1[C:11]2[C:6](=[CH:7][CH:8]=[C:9]([O:12][CH3:13])[CH:10]=2)[C:5]([C:14](=[N:32][OH:31])[CH3:15])=[CH:4]1)[CH3:2]. The reactants are [CH2:1]([N:3]1[C:11]2[C:6](=[CH:7][CH:8]=[C:9]([O:12][CH3:13])[CH:10]=2)[C:5]([C:14](=O)[CH3:15])=[CH:4]1)[CH3:2].C(N1C2C(=CC=C(OC)C=2)C=C1)C.Cl.[OH:31][NH2:32].CC([O-])=O.[Na+]. (3) The yield is 0.720. The reactants are [Cl-].[Ca+2].[Cl-].[CH2:4]([N:22]1[CH2:27][CH2:26][NH:25][CH2:24][CH2:23]1)[CH2:5][CH2:6][CH2:7][CH2:8][CH2:9][CH2:10][CH2:11][CH2:12][CH2:13][CH2:14][CH2:15][CH2:16][CH2:17][CH2:18][CH2:19][CH2:20][CH3:21].C(N(CC)CC)C.[Br:35][CH2:36][C:37]1[CH:45]=[CH:44][C:40]([C:41](Cl)=[O:42])=[CH:39][CH:38]=1. The catalyst is C1C=CC=CC=1. The product is [Br:35][CH2:36][C:37]1[CH:45]=[CH:44][C:40]([C:41]([N:25]2[CH2:24][CH2:23][N:22]([CH2:4][CH2:5][CH2:6][CH2:7][CH2:8][CH2:9][CH2:10][CH2:11][CH2:12][CH2:13][CH2:14][CH2:15][CH2:16][CH2:17][CH2:18][CH2:19][CH2:20][CH3:21])[CH2:27][CH2:26]2)=[O:42])=[CH:39][CH:38]=1. (4) The product is [F:1][C:2]1[CH:7]=[CH:6][CH:5]=[CH:4][C:3]=1[N:8]1[CH:7]=[CH:2][C:3]([NH2:8])=[N:9]1. The reactants are [F:1][C:2]1[CH:7]=[CH:6][CH:5]=[CH:4][C:3]=1[NH:8][NH2:9].Cl. The yield is 0.240. No catalyst specified. (5) The reactants are [F:1][C:2]1([F:29])[CH2:7][CH2:6][N:5]([C:8]([C:10]2[NH:11][C:12]3[C:17]([CH:18]=2)=[CH:16][C:15]([C:19]([N:21]2[CH2:25][CH2:24][CH:23]([N:26]([CH3:28])[CH3:27])[CH2:22]2)=[O:20])=[CH:14][CH:13]=3)=[O:9])[CH2:4][CH2:3]1.[Cl:30][C:31]1[CH:32]=[C:33](B(O)O)[CH:34]=[CH:35][CH:36]=1.N1C=CC=CC=1. The catalyst is ClCCl.C([O-])(=O)C.[Cu+2].C([O-])(=O)C. The product is [Cl:30][C:31]1[CH:36]=[C:35]([N:11]2[C:12]3[C:17](=[CH:16][C:15]([C:19]([N:21]4[CH2:25][CH2:24][CH:23]([N:26]([CH3:27])[CH3:28])[CH2:22]4)=[O:20])=[CH:14][CH:13]=3)[CH:18]=[C:10]2[C:8]([N:5]2[CH2:6][CH2:7][C:2]([F:1])([F:29])[CH2:3][CH2:4]2)=[O:9])[CH:34]=[CH:33][CH:32]=1. The yield is 0.300. (6) The reactants are [Br:1][C:2]1[CH:7]=[CH:6][C:5]([Cl:8])=[C:4]([CH2:9][C:10]2[CH:15]=[CH:14][C:13]([O:16]CC)=[CH:12][CH:11]=2)[CH:3]=1.B(Br)(Br)Br. The catalyst is ClCCl. The product is [Br:1][C:2]1[CH:7]=[CH:6][C:5]([Cl:8])=[C:4]([CH:3]=1)[CH2:9][C:10]1[CH:15]=[CH:14][C:13]([OH:16])=[CH:12][CH:11]=1. The yield is 0.680. (7) The reactants are [F:1][C:2]([F:46])([F:45])[C:3]([C:41]([F:44])([F:43])[F:42])=[CH:4][C:5]([NH:7][C@:8]([C:30]1[CH:35]=[CH:34][C:33]([F:36])=[C:32]([O:37][CH:38]([CH3:40])[CH3:39])[CH:31]=1)([C:16]1[CH:21]=[C:20]([O:22][C:23]([F:28])([F:27])[CH:24]([F:26])[F:25])[CH:19]=[C:18]([F:29])[CH:17]=1)[CH2:9][C:10]1[CH:15]=[CH:14][CH:13]=[CH:12][CH:11]=1)=[O:6].C1(C2C=C[N+]([O-:59])=CC=2)C=CC=CC=1.[O-]Cl.[Na+]. The catalyst is C(#N)C. The product is [F:36][C:33]1[CH:34]=[CH:35][C:30]([C@@:8]([NH:7][C:5]([CH:4]2[C:3]([C:41]([F:43])([F:44])[F:42])([C:2]([F:1])([F:45])[F:46])[O:59]2)=[O:6])([C:16]2[CH:21]=[C:20]([O:22][C:23]([F:27])([F:28])[CH:24]([F:26])[F:25])[CH:19]=[C:18]([F:29])[CH:17]=2)[CH2:9][C:10]2[CH:15]=[CH:14][CH:13]=[CH:12][CH:11]=2)=[CH:31][C:32]=1[O:37][CH:38]([CH3:40])[CH3:39]. The yield is 0.740. (8) The reactants are [Br:1][C:2]1[CH:3]=[CH:4][C:5]([O:10][CH2:11][C:12]2[CH:17]=[CH:16][CH:15]=[CH:14][CH:13]=2)=[C:6]([CH2:8]O)[CH:7]=1.P(Br)(Br)[Br:19].C(=O)([O-])O.[Na+]. The catalyst is ClCCl.O. The product is [C:12]1([CH2:11][O:10][C:5]2[CH:4]=[CH:3][C:2]([Br:1])=[CH:7][C:6]=2[CH2:8][Br:19])[CH:17]=[CH:16][CH:15]=[CH:14][CH:13]=1. The yield is 0.840. (9) The reactants are Br[C:2]1[CH:3]=[N:4][N:5]([CH3:18])[C:6]=1[C:7]1[CH:8]=[C:9]([C:14]([O:16][CH3:17])=[O:15])[S:10][C:11]=1[CH2:12][CH3:13].[C:19](=O)([O-])[O-].[K+].[K+].CB1OB(C)OB(C)O1. The catalyst is CN(C)C=O.C1C=CC(P(C2C=CC=CC=2)[C-]2C=CC=C2)=CC=1.C1C=CC(P(C2C=CC=CC=2)[C-]2C=CC=C2)=CC=1.Cl[Pd]Cl.[Fe+2]. The product is [CH3:18][N:5]1[C:6]([C:7]2[CH:8]=[C:9]([C:14]([O:16][CH3:17])=[O:15])[S:10][C:11]=2[CH2:12][CH3:13])=[C:2]([CH3:19])[CH:3]=[N:4]1. The yield is 0.560.